This data is from Forward reaction prediction with 1.9M reactions from USPTO patents (1976-2016). The task is: Predict the product of the given reaction. (1) Given the reactants [CH3:1][O:2][C:3](=[O:38])[CH2:4][C@H:5]([OH:37])[CH2:6][C@H:7]([OH:36])[CH:8]=[CH:9][C:10]1[N:11]([CH2:34][CH3:35])[C:12]([C:25](=[O:33])[NH:26][C:27]2[CH:32]=[CH:31][CH:30]=[CH:29][CH:28]=2)=[C:13]([CH:22]([CH3:24])[CH3:23])[C:14]=1[C:15]1[CH:20]=[CH:19][C:18]([F:21])=[CH:17][CH:16]=1, predict the reaction product. The product is: [CH3:1][O:2][C:3](=[O:38])[CH2:4][C@H:5]([OH:37])[CH2:6][C@H:7]([OH:36])[CH2:8][CH2:9][C:10]1[N:11]([CH2:34][CH3:35])[C:12]([C:25](=[O:33])[NH:26][C:27]2[CH:32]=[CH:31][CH:30]=[CH:29][CH:28]=2)=[C:13]([CH:22]([CH3:23])[CH3:24])[C:14]=1[C:15]1[CH:20]=[CH:19][C:18]([F:21])=[CH:17][CH:16]=1. (2) Given the reactants [Cl:1][C:2]1[C:3]([F:23])=[C:4]([N:8]2[C:12]([S:13][C:14]3[CH:15]=[N:16][C:17]([Cl:20])=[CH:18][CH:19]=3)=[CH:11][C:10]([CH2:21][OH:22])=[N:9]2)[CH:5]=[CH:6][CH:7]=1.C(N(CC)CC)C.O, predict the reaction product. The product is: [Cl:1][C:2]1[C:3]([F:23])=[C:4]([N:8]2[C:12]([S:13][C:14]3[CH:15]=[N:16][C:17]([Cl:20])=[CH:18][CH:19]=3)=[CH:11][C:10]([CH:21]=[O:22])=[N:9]2)[CH:5]=[CH:6][CH:7]=1. (3) Given the reactants [CH2:1]([C:5]1[C:10](=O)[N:9]2[N:12]=[C:13]([CH:15]([CH3:17])[CH3:16])[NH:14][C:8]2=[C:7]([C:18]#[N:19])[C:6]=1[CH3:20])[CH2:2][CH2:3][CH3:4].P(Cl)(Cl)([Cl:23])=O, predict the reaction product. The product is: [CH2:1]([C:5]1[C:6]([CH3:20])=[C:7]([C:18]#[N:19])[C:8]2[N:9]([N:12]=[C:13]([CH:15]([CH3:17])[CH3:16])[N:14]=2)[C:10]=1[Cl:23])[CH2:2][CH2:3][CH3:4]. (4) Given the reactants [CH2:1]([O:3][C:4]1[CH:9]=[CH:8][C:7]([C:10]2[S:14][N:13]=[C:12]([C:15]3[CH:20]=[CH:19][C:18]([CH2:21][CH2:22][C:23]([O:25]C(C)(C)C)=[O:24])=[CH:17][C:16]=3[CH3:30])[N:11]=2)=[CH:6][C:5]=1[CH:31]=[CH2:32])[CH3:2].[H][H], predict the reaction product. The product is: [CH2:31]([C:5]1[CH:6]=[C:7]([C:10]2[S:14][N:13]=[C:12]([C:15]3[CH:20]=[CH:19][C:18]([CH2:21][CH2:22][C:23]([OH:25])=[O:24])=[CH:17][C:16]=3[CH3:30])[N:11]=2)[CH:8]=[CH:9][C:4]=1[O:3][CH2:1][CH3:2])[CH3:32]. (5) The product is: [OH:22][CH:20]1[CH2:6][N:7]([S:53]([C:33]2[C:32]3[C:36](=[CH:37][CH:38]=[C:30]([I:29])[CH:31]=3)[NH:35][C:34]=2[C:48]([NH2:57])=[O:50])(=[O:54])=[O:55])[CH2:8]1. Given the reactants ClC1C=C2[C:8](=CC=1)[N:7](S(C1C=CC=CC=1)(=O)=O)[C:6]([C:20]([O:22]CC)=O)=C2S(Cl)(=O)=O.[I:29][C:30]1[CH:31]=[C:32]2[C:36](=[CH:37][CH:38]=1)[N:35](S(C1C=CC=CC=1)(=O)=O)[C:34]([C:48]([O:50]CC)=O)=[C:33]2[S:53](Cl)(=[O:55])=[O:54].[NH:57]1CCOCC1.OC1CNC1, predict the reaction product. (6) Given the reactants [Br:1][C:2]1[CH:3]=[C:4]2[C:18](=[CH:19][CH:20]=1)[O:17][C:7]1=[N:8][C:9]([F:16])=[C:10]([Si:12]([CH3:15])([CH3:14])[CH3:13])[CH:11]=[C:6]1[C:5]2=O.[CH3:22][Mg]Br.Cl.CCOC(C)=O, predict the reaction product. The product is: [Br:1][C:2]1[CH:3]=[C:4]2[C:18](=[CH:19][CH:20]=1)[O:17][C:7]1=[N:8][C:9]([F:16])=[C:10]([Si:12]([CH3:15])([CH3:14])[CH3:13])[CH:11]=[C:6]1[C:5]2=[CH2:22]. (7) Given the reactants [Br:1][C:2]1[CH:10]=[CH:9][CH:8]=[C:7]2[C:3]=1[CH:4]=[CH:5][N:6]2[C:11]1[CH:16]=[CH:15][N:14]=[C:13](S(C)=O)[N:12]=1.[CH2:20]([O:22][C:23]([CH:25]1[CH2:30][CH2:29][CH:28]([NH2:31])[CH2:27][CH2:26]1)=[O:24])[CH3:21], predict the reaction product. The product is: [CH2:20]([O:22][C:23]([CH:25]1[CH2:30][CH2:29][CH:28]([NH:31][C:13]2[N:12]=[C:11]([N:6]3[C:7]4[C:3](=[C:2]([Br:1])[CH:10]=[CH:9][CH:8]=4)[CH:4]=[CH:5]3)[CH:16]=[CH:15][N:14]=2)[CH2:27][CH2:26]1)=[O:24])[CH3:21]. (8) Given the reactants [C:1]1(=[O:22])[N:5]([CH2:6][CH:7]2[C:16]3[C:11](=[CH:12][CH:13]=[CH:14][CH:15]=3)[CH2:10][CH2:9][NH:8]2)[C:4](=[O:17])[C:3]2=[CH:18][CH:19]=[CH:20][CH:21]=[C:2]12.[CH3:23][C:24]([O:27][C:28](O[C:28]([O:27][C:24]([CH3:26])([CH3:25])[CH3:23])=[O:29])=[O:29])([CH3:26])[CH3:25].C([O-])(O)=O.[Na+], predict the reaction product. The product is: [C:4]1(=[O:17])[N:5]([CH2:6][CH:7]2[C:16]3[C:11](=[CH:12][CH:13]=[CH:14][CH:15]=3)[CH2:10][CH2:9][N:8]2[C:28]([O:27][C:24]([CH3:26])([CH3:25])[CH3:23])=[O:29])[C:1](=[O:22])[C:2]2=[CH:21][CH:20]=[CH:19][CH:18]=[C:3]12. (9) Given the reactants [CH3:1][C:2]1[N:7]=[C:6]([C:8]2[CH:13]=[CH:12][N:11]=[C:10]([C:14]3[CH:15]=[C:16]([S:20](Cl)(=[O:22])=[O:21])[CH:17]=[CH:18][CH:19]=3)[CH:9]=2)[CH:5]=[C:4]([C:24]2[CH:29]=[CH:28][C:27]([C:30]([F:33])([F:32])[F:31])=[CH:26][CH:25]=2)[CH:3]=1.[NH:34]1[CH2:39][CH2:38][O:37][CH2:36][CH2:35]1, predict the reaction product. The product is: [CH3:1][C:2]1[N:7]=[C:6]([C:8]2[CH:13]=[CH:12][N:11]=[C:10]([C:14]3[CH:19]=[CH:18][CH:17]=[C:16]([S:20]([N:34]4[CH2:39][CH2:38][O:37][CH2:36][CH2:35]4)(=[O:22])=[O:21])[CH:15]=3)[CH:9]=2)[CH:5]=[C:4]([C:24]2[CH:29]=[CH:28][C:27]([C:30]([F:33])([F:32])[F:31])=[CH:26][CH:25]=2)[CH:3]=1. (10) Given the reactants [CH2:1]([N:8]1[C:11]2([CH2:14][NH:13][CH2:12]2)[CH2:10][CH2:9]1)[C:2]1[CH:7]=[CH:6][CH:5]=[CH:4][CH:3]=1.C(N(C(C)C)CC)(C)C.[N:24]([CH2:27][CH2:28][CH2:29][C:30]1[CH:35]=[CH:34][CH:33]=[CH:32][CH:31]=1)=[C:25]=[O:26], predict the reaction product. The product is: [C:30]1([CH2:29][CH2:28][CH2:27][NH:24][C:25]([N:13]2[CH2:12][C:11]3([N:8]([CH2:1][C:2]4[CH:7]=[CH:6][CH:5]=[CH:4][CH:3]=4)[CH2:9][CH2:10]3)[CH2:14]2)=[O:26])[CH:35]=[CH:34][CH:33]=[CH:32][CH:31]=1.